Predict which catalyst facilitates the given reaction. From a dataset of Catalyst prediction with 721,799 reactions and 888 catalyst types from USPTO. (1) Reactant: [NH2:1]/[C:2](/[CH3:7])=[CH:3]\[C:4](=O)[CH3:5].CO[C:10]1(OC)[CH2:14][CH2:13][CH2:12][N:11]1[CH3:15].C(O[Na])(C)(C)C.CC(O)(C)C. Product: [CH3:15][N:11]1[C:10]2=[N:1][C:2]([CH3:7])=[CH:3][C:4]([CH3:5])=[C:14]2[CH2:13][CH2:12]1. The catalyst class is: 11. (2) Reactant: [CH3:1][C:2]1[C:10]([C@@H:11]2[CH2:16][N:15]3[CH2:17][CH2:18][N:19](C(OCC4C=CC=CC=4)=O)[CH2:20][C@H:14]3[CH2:13][N:12]2[C:31]([O:33][C:34]([CH3:37])([CH3:36])[CH3:35])=[O:32])=[CH:9][CH:8]=[C:7]2[C:3]=1[CH2:4][O:5][C:6]2=[O:38]. Product: [CH3:1][C:2]1[C:10]([C@@H:11]2[CH2:16][N:15]3[CH2:17][CH2:18][NH:19][CH2:20][C@H:14]3[CH2:13][N:12]2[C:31]([O:33][C:34]([CH3:36])([CH3:35])[CH3:37])=[O:32])=[CH:9][CH:8]=[C:7]2[C:3]=1[CH2:4][O:5][C:6]2=[O:38]. The catalyst class is: 19. (3) Reactant: [Cl:1][C:2]1[CH:3]=[C:4]([N:8]2[C:12]([C:13]3[CH:18]=[CH:17][CH:16]=[C:15]([O:19][C:20]([F:23])([F:22])[F:21])[CH:14]=3)=[CH:11][C:10]([C:24]([O:26]CC)=[O:25])=[N:9]2)[CH:5]=[CH:6][CH:7]=1.[OH-].[Li+]. Product: [Cl:1][C:2]1[CH:3]=[C:4]([N:8]2[C:12]([C:13]3[CH:18]=[CH:17][CH:16]=[C:15]([O:19][C:20]([F:23])([F:22])[F:21])[CH:14]=3)=[CH:11][C:10]([C:24]([OH:26])=[O:25])=[N:9]2)[CH:5]=[CH:6][CH:7]=1. The catalyst class is: 38.